This data is from Plasma protein binding rate (PPBR) regression data from AstraZeneca. The task is: Regression/Classification. Given a drug SMILES string, predict its absorption, distribution, metabolism, or excretion properties. Task type varies by dataset: regression for continuous measurements (e.g., permeability, clearance, half-life) or binary classification for categorical outcomes (e.g., BBB penetration, CYP inhibition). For this dataset (ppbr_az), we predict Y. (1) The drug is O=C(O)Cc1ccccc1N1CCC(CN2CCC(Oc3ccc(Cl)c(Cl)c3)CC2)CC1. The Y is 99.4 %. (2) The compound is COc1ncc(-c2cccc(C#N)c2CCNC(=O)c2ccc(OCCC(F)(F)F)nc2)cn1. The Y is 88.1 %. (3) The compound is COc1cnc(-c2ccccn2)nc1NC1CCCC1. The Y is 93.9 %. (4) The molecule is Cc1cc(Nc2nc(N[C@@H](C)c3ccc(F)cn3)c(C#N)cc2F)n[nH]1. The Y is 94.7 %.